Dataset: Reaction yield outcomes from USPTO patents with 853,638 reactions. Task: Predict the reaction yield, written as a fraction of the theoretical maximum amount of product (1.0 means a 100% yield; for example, 0.34 means a 34% yield). The reactants are [CH3:1][C:2]1[CH:3]=[C:4]([CH2:8][C:9](O)=O)[CH:5]=[CH:6][CH:7]=1.[C:12]1([NH:18][C:19](=[S:22])[NH:20][NH2:21])[CH:17]=[CH:16][CH:15]=[CH:14][CH:13]=1. No catalyst specified. The product is [CH3:1][C:2]1[CH:3]=[C:4]([CH:5]=[CH:6][CH:7]=1)[CH2:8][C:9]1[N:18]([C:12]2[CH:13]=[CH:14][CH:15]=[CH:16][CH:17]=2)[C:19](=[S:22])[NH:20][N:21]=1. The yield is 0.590.